Dataset: Reaction yield outcomes from USPTO patents with 853,638 reactions. Task: Predict the reaction yield, written as a fraction of the theoretical maximum amount of product (1.0 means a 100% yield; for example, 0.34 means a 34% yield). (1) The reactants are [S:1]([C:5]1[CH:6]=[C:7]([NH:11][C:12]2[N:21]=[CH:20][C:19]3[C:14](=[C:15]4[CH:24]=[C:23]([C:25]([OH:27])=O)[S:22][C:16]4=[CH:17][CH:18]=3)[N:13]=2)[CH:8]=[CH:9][CH:10]=1)(=[O:4])(=[O:3])[NH2:2].ON1C2N=CC=CC=2N=N1.C(N(CC)C(C)C)(C)C.[C:47]([NH:54][CH2:55][CH2:56][NH2:57])([O:49][C:50]([CH3:53])([CH3:52])[CH3:51])=[O:48].C(Cl)CCl. The catalyst is CN(C=O)C. The product is [C:50]([O:49][C:47](=[O:48])[NH:54][CH2:55][CH2:56][NH:57][C:25]([C:23]1[S:22][C:16]2=[CH:17][CH:18]=[C:19]3[C:14]([N:13]=[C:12]([NH:11][C:7]4[CH:8]=[CH:9][CH:10]=[C:5]([S:1](=[O:3])(=[O:4])[NH2:2])[CH:6]=4)[N:21]=[CH:20]3)=[C:15]2[CH:24]=1)=[O:27])([CH3:53])([CH3:51])[CH3:52]. The yield is 0.510. (2) The reactants are [Cl:1][C:2]1[CH:3]=[CH:4][C:5]2[N:6]([C:8]([C:12]([NH2:14])=O)=[C:9]([CH3:11])[N:10]=2)[N:7]=1.N1C=CC=CC=1.FC(F)(F)C(OC(=O)C(F)(F)F)=O.C(=O)(O)[O-].[Na+]. The catalyst is O1CCCC1. The product is [Cl:1][C:2]1[CH:3]=[CH:4][C:5]2[N:6]([C:8]([C:12]#[N:14])=[C:9]([CH3:11])[N:10]=2)[N:7]=1. The yield is 0.660. (3) The reactants are Br[C:2]1[N:6](S(C2C=CC=CC=2)(=O)=O)[CH:5]=[C:4]([CH:16]=[O:17])[C:3]=1[CH3:18].[C:19]1(B(O)O)[CH:24]=[CH:23][CH:22]=[CH:21][CH:20]=1.C(=O)([O-])[O-].[Na+].[Na+].[OH-].[Na+]. The catalyst is COCCOC.O. The product is [CH3:18][C:3]1[C:4]([CH:16]=[O:17])=[CH:5][NH:6][C:2]=1[C:19]1[CH:24]=[CH:23][CH:22]=[CH:21][CH:20]=1. The yield is 0.690. (4) The reactants are [C:1]([O:5][C:6](=[O:38])[NH:7][C:8]1([C:12]2[CH:17]=[CH:16][C:15]([C:18]3[C:23]([C:24]4[CH:29]=[CH:28][CH:27]=[CH:26][CH:25]=4)=[CH:22][C:21]([NH:30][CH:31]4[CH2:36][CH2:35][O:34][CH2:33][CH2:32]4)=[C:20]([OH:37])[N:19]=3)=[CH:14][CH:13]=2)[CH2:11][CH2:10][CH2:9]1)([CH3:4])([CH3:3])[CH3:2].C(N(CC)C(C)C)(C)C.Cl[CH2:49][C:50](Cl)=[O:51].C([O-])(O)=O.[Na+]. The catalyst is C1COCC1. The product is [C:1]([O:5][C:6](=[O:38])[NH:7][C:8]1([C:12]2[CH:13]=[CH:14][C:15]([C:18]3[C:23]([C:24]4[CH:25]=[CH:26][CH:27]=[CH:28][CH:29]=4)=[CH:22][C:21]4[N:30]([CH:31]5[CH2:32][CH2:33][O:34][CH2:35][CH2:36]5)[C:50](=[O:51])[CH2:49][O:37][C:20]=4[N:19]=3)=[CH:16][CH:17]=2)[CH2:11][CH2:10][CH2:9]1)([CH3:4])([CH3:2])[CH3:3]. The yield is 0.590. (5) The reactants are [CH2:1]([O:8][C:9](=[O:27])/[CH:10]=[C:11](/[NH:16][C:17]1[CH:22]=[CH:21][C:20]([CH2:23][CH2:24][OH:25])=[CH:19][C:18]=1I)\[C:12]([F:15])([F:14])[F:13])[C:2]1[CH:7]=[CH:6][CH:5]=[CH:4][CH:3]=1.C(N(CC)CC)C.C1(P(C2C=CC=CC=2)C2C=CC=CC=2)C=CC=CC=1. The catalyst is CC([O-])=O.CC([O-])=O.[Pd+2].CN(C=O)C. The product is [CH2:1]([O:8][C:9]([C:10]1[C:22]2[C:17](=[CH:18][CH:19]=[C:20]([CH2:23][CH2:24][OH:25])[CH:21]=2)[NH:16][C:11]=1[C:12]([F:15])([F:14])[F:13])=[O:27])[C:2]1[CH:7]=[CH:6][CH:5]=[CH:4][CH:3]=1. The yield is 0.0600. (6) The reactants are [CH3:1][N:2]1[CH:6]=[C:5]([C:7]([OH:9])=O)[N:4]=[CH:3]1.CCN(CC)CC.CN(C(ON1N=NC2C=CC=CC1=2)=[N+](C)C)C.F[P-](F)(F)(F)(F)F.[CH3:41][O:42][C:43]1[C:48]([NH2:49])=[CH:47][C:46]([N:50]2[C:55]3[CH:56]=[C:57]([O:60][C@H:61]4[CH2:65][CH2:64][NH:63][CH2:62]4)[CH:58]=[CH:59][C:54]=3[O:53][CH2:52][CH2:51]2)=[CH:45][N:44]=1. The catalyst is CN(C=O)C. The product is [NH2:49][C:48]1[CH:47]=[C:46]([N:50]2[C:55]3[CH:56]=[C:57]([O:60][C@H:61]4[CH2:65][CH2:64][N:63]([C:7]([C:5]5[N:4]=[CH:3][N:2]([CH3:1])[CH:6]=5)=[O:9])[CH2:62]4)[CH:58]=[CH:59][C:54]=3[O:53][CH2:52][CH2:51]2)[CH:45]=[N:44][C:43]=1[O:42][CH3:41]. The yield is 0.370. (7) The reactants are [NH2:1][C:2]1[CH:10]=[CH:9][CH:8]=[C:7]2[C:3]=1[CH:4]=[N:5][N:6]2[CH3:11].Br[C:13]1[C:21]([N+:22]([O-:24])=[O:23])=[CH:20][CH:19]=[CH:18][C:14]=1[C:15]([OH:17])=[O:16]. The catalyst is C(O)(C)C.CN1CCOCC1.[Cu].[Cu]I. The product is [CH3:11][N:6]1[C:7]2[C:3](=[C:2]([NH:1][C:13]3[C:21]([N+:22]([O-:24])=[O:23])=[CH:20][CH:19]=[CH:18][C:14]=3[C:15]([OH:17])=[O:16])[CH:10]=[CH:9][CH:8]=2)[CH:4]=[N:5]1. The yield is 0.0500. (8) The reactants are [CH3:1][S:2][C:3]1[CH:4]=[CH:5][C:6]([CH:9]([CH2:14][CH:15]2[CH2:20][CH2:19][O:18][CH2:17][CH2:16]2)[C:10](=[O:13])[CH:11]=[CH2:12])=[N:7][CH:8]=1.C(O)C.O1CCCC1.[Cl:29][C:30]1[S:34][C:33]([CH:35]=[O:36])=[N:32][CH:31]=1. The catalyst is [Cl-].C([N+]1C(C)=C(CCO)SC=1)C1C=CC=CC=1.C(OCC)(=O)C.C(N(CC)CC)C. The product is [Cl:29][C:30]1[S:34][C:33]([C:35](=[O:36])[CH2:12][CH2:11][C:10](=[O:13])[CH:9]([C:6]2[CH:5]=[CH:4][C:3]([S:2][CH3:1])=[CH:8][N:7]=2)[CH2:14][CH:15]2[CH2:16][CH2:17][O:18][CH2:19][CH2:20]2)=[N:32][CH:31]=1. The yield is 0.770. (9) The reactants are [CH2:1]([C@H:8]([NH:32][C:33](=[O:43])[O:34][C@@H:35]1[C@H:42]2[C@H:38]([O:39][CH2:40][CH2:41]2)[O:37][CH2:36]1)[C@H:9]([OH:31])[CH2:10][N:11]([CH2:23][C:24]([CH3:30])([CH3:29])[CH2:25][CH2:26][C:27]#[N:28])[S:12]([C:15]1[CH:20]=[CH:19][CH:18]=[C:17]([NH:21][CH3:22])[CH:16]=1)(=[O:14])=[O:13])[C:2]1[CH:7]=[CH:6][CH:5]=[CH:4][CH:3]=1. The catalyst is [Ni].N.CO. The product is [NH2:28][CH2:27][CH2:26][CH2:25][C:24]([CH3:30])([CH3:29])[CH2:23][N:11]([S:12]([C:15]1[CH:20]=[CH:19][CH:18]=[C:17]([NH:21][CH3:22])[CH:16]=1)(=[O:14])=[O:13])[CH2:10][C@@H:9]([OH:31])[C@@H:8]([NH:32][C:33](=[O:43])[O:34][C@@H:35]1[C@H:42]2[C@H:38]([O:39][CH2:40][CH2:41]2)[O:37][CH2:36]1)[CH2:1][C:2]1[CH:7]=[CH:6][CH:5]=[CH:4][CH:3]=1. The yield is 0.760.